From a dataset of Catalyst prediction with 721,799 reactions and 888 catalyst types from USPTO. Predict which catalyst facilitates the given reaction. (1) Reactant: [CH:1]1[C:13]2[CH:12]([CH2:14][O:15][C:16]([NH:18][C@@H:19]([C:29]([OH:31])=[O:30])[CH2:20][O:21][CH2:22][C:23]3[CH:28]=[CH:27][CH:26]=[CH:25][CH:24]=3)=[O:17])[C:11]3[C:6](=[CH:7][CH:8]=[CH:9][CH:10]=3)[C:5]=2[CH:4]=[CH:3][CH:2]=1.C(O[C:36]([CH3:39])([CH3:38])[CH3:37])(=O)C.S(=O)(=O)(O)O. Product: [C:36]([O:30][C:29](=[O:31])[C@@H:19]([CH2:20][O:21][CH2:22][C:23]1[CH:24]=[CH:25][CH:26]=[CH:27][CH:28]=1)[NH:18][C:16]([O:15][CH2:14][CH:12]1[C:13]2[CH:1]=[CH:2][CH:3]=[CH:4][C:5]=2[C:6]2[C:11]1=[CH:10][CH:9]=[CH:8][CH:7]=2)=[O:17])([CH3:39])([CH3:38])[CH3:37]. The catalyst class is: 4. (2) Reactant: [F:1][C:2]1[CH:3]=[C:4]([C:23]2[CH:28]=[CH:27][C:26]([S:29]([CH3:32])(=[O:31])=[O:30])=[CH:25][CH:24]=2)[CH:5]=[CH:6][C:7]=1[O:8][CH2:9][CH:10]1[CH2:15][CH2:14][N:13](C(OC(C)(C)C)=O)[CH2:12][CH2:11]1.[ClH:33]. Product: [ClH:33].[F:1][C:2]1[CH:3]=[C:4]([C:23]2[CH:24]=[CH:25][C:26]([S:29]([CH3:32])(=[O:30])=[O:31])=[CH:27][CH:28]=2)[CH:5]=[CH:6][C:7]=1[O:8][CH2:9][CH:10]1[CH2:15][CH2:14][NH:13][CH2:12][CH2:11]1. The catalyst class is: 440.